Dataset: Reaction yield outcomes from USPTO patents with 853,638 reactions. Task: Predict the reaction yield, written as a fraction of the theoretical maximum amount of product (1.0 means a 100% yield; for example, 0.34 means a 34% yield). (1) The reactants are [CH2:1]([N:3](CC)[CH2:4]C)[CH3:2].[C:16](O[C:16]([O:18][C:19]([CH3:22])([CH3:21])[CH3:20])=[O:17])([O:18][C:19]([CH3:22])([CH3:21])[CH3:20])=[O:17].C([O:26][CH2:27][CH3:28])(=O)C.O. The catalyst is ClCCl. The product is [OH:26][C@@H:27]1[CH2:28][CH2:2][CH2:1][N:3]([C:16]([O:18][C:19]([CH3:20])([CH3:21])[CH3:22])=[O:17])[CH2:4]1. The yield is 1.00. (2) The reactants are [C:1]1([NH2:9])[CH:6]=[CH:5][CH:4]=[C:3]([NH2:7])[C:2]=1[NH2:8].[OH2:10].[C:11](#N)C. No catalyst specified. The product is [NH2:7][C:3]1[C:2]2[NH:8][C:11](=[O:10])[NH:9][C:1]=2[CH:6]=[CH:5][CH:4]=1. The yield is 0.420.